From a dataset of Full USPTO retrosynthesis dataset with 1.9M reactions from patents (1976-2016). Predict the reactants needed to synthesize the given product. (1) Given the product [CH2:1]([N:3]1[C:7]([C:24]2[CH:25]=[C:26]([C:30]([O:32][CH3:33])=[O:31])[O:27][C:28]=2[CH3:29])=[CH:6][CH:5]=[N:4]1)[CH3:2], predict the reactants needed to synthesize it. The reactants are: [CH2:1]([N:3]1[C:7](B2OC(C)(C)C(C)(C)O2)=[CH:6][CH:5]=[N:4]1)[CH3:2].C(=O)([O-])[O-].[K+].[K+].Br[C:24]1[CH:25]=[C:26]([C:30]([O:32][CH3:33])=[O:31])[O:27][C:28]=1[CH3:29]. (2) Given the product [CH3:34][N:35]([CH3:42])[C@@H:36]1[CH2:41][CH2:40][CH2:39][N:38]([C:55](=[O:56])[CH2:54][CH2:53][C:49]2[N:48]([CH2:47][C:46]([O:45][CH2:43][CH3:44])=[O:58])[CH:52]=[CH:51][N:50]=2)[CH2:37]1, predict the reactants needed to synthesize it. The reactants are: C(N(C(C)C)CC)(C)C.CN(C(ON1N=NC2C=CC=CC1=2)=[N+](C)C)C.F[P-](F)(F)(F)(F)F.[CH3:34][N:35]([CH3:42])[C@@H:36]1[CH2:41][CH2:40][CH2:39][NH:38][CH2:37]1.[CH2:43]([O:45][C:46](=[O:58])[CH2:47][N:48]1[CH:52]=[CH:51][N:50]=[C:49]1[CH2:53][CH2:54][C:55](O)=[O:56])[CH3:44].